Dataset: Retrosynthesis with 50K atom-mapped reactions and 10 reaction types from USPTO. Task: Predict the reactants needed to synthesize the given product. (1) Given the product Cc1ccc(Cc2ccc(C(=O)NCCc3c[nH]c4ccc(Cl)cc34)cc2)cc1, predict the reactants needed to synthesize it. The reactants are: Cc1ccc(B(O)O)cc1.O=C(NCCc1c[nH]c2ccc(Cl)cc12)c1ccc(CCl)cc1. (2) Given the product COC(=O)[C@](C)(NC(=O)c1ccc(F)cc1N)C1CCCCC1, predict the reactants needed to synthesize it. The reactants are: COC(=O)[C@](C)(NC(=O)c1ccc(F)cc1[N+](=O)[O-])C1CCCCC1. (3) Given the product CC(=O)c1ccc(OCc2ccc3cc(F)ccc3n2)cc1C1(c2ccccc2)CC(C)C1, predict the reactants needed to synthesize it. The reactants are: CC1CC(c2ccccc2)(c2cc(OCc3ccc4cc(F)ccc4n3)ccc2C(C)O)C1. (4) Given the product CC(C)(C)n1ncc([C@H](NS(=O)(=O)c2ccc(C(F)(F)F)nc2)C2CC2)c1-c1cc(F)ccc1Br, predict the reactants needed to synthesize it. The reactants are: CC(C)(C)n1ncc([C@H](N)C2CC2)c1-c1cc(F)ccc1Br.O=S(=O)(Cl)c1ccc(C(F)(F)F)nc1. (5) The reactants are: Clc1ccccc1-c1nc2ccccc2[nH]1.O=c1cc(CBr)c2ccc(F)c(F)c2[nH]1. Given the product O=c1cc(Cn2c(-c3ccccc3Cl)nc3ccccc32)c2ccc(F)c(F)c2[nH]1, predict the reactants needed to synthesize it. (6) Given the product CCOC(=O)N1CC[C@H](Oc2ccccc2F)[C@H](c2ccccc2)C1, predict the reactants needed to synthesize it. The reactants are: CCOC(=O)N1CC[C@@H](O)[C@H](c2ccccc2)C1.Oc1ccccc1F. (7) Given the product c1ccc(-c2noc(CNC34CC5CC(CC(C5)C3)C4)n2)cc1, predict the reactants needed to synthesize it. The reactants are: ClCc1nc(-c2ccccc2)no1.NC12CC3CC(CC(C3)C1)C2. (8) Given the product Fc1ccc(OC[C@H]2C[C@H]3CN(c4cncc(Cl)n4)CCN3C2)cc1, predict the reactants needed to synthesize it. The reactants are: Clc1cncc(Cl)n1.Fc1ccc(OCC2CC3CNCCN3C2)cc1.